Task: Predict the reactants needed to synthesize the given product.. Dataset: Full USPTO retrosynthesis dataset with 1.9M reactions from patents (1976-2016) Given the product [Br:1][C:2]1[C:3]([O:15][CH3:16])=[C:4]2[C:9](=[CH:10][CH:11]=1)[CH:8]([C:12]([N:31]([CH3:32])[O:30][CH3:29])=[O:14])[O:7][CH2:6][CH2:5]2, predict the reactants needed to synthesize it. The reactants are: [Br:1][C:2]1[C:3]([O:15][CH3:16])=[C:4]2[C:9](=[CH:10][CH:11]=1)[CH:8]([C:12]([OH:14])=O)[O:7][CH2:6][CH2:5]2.C1N=CN(C(N2C=NC=C2)=O)C=1.[CH3:29][O:30][NH:31][CH3:32].